This data is from Reaction yield outcomes from USPTO patents with 853,638 reactions. The task is: Predict the reaction yield, written as a fraction of the theoretical maximum amount of product (1.0 means a 100% yield; for example, 0.34 means a 34% yield). The reactants are N1([C:6]([N:8]2[CH2:12][CH:11]=[N:10]C2)=[S:7])CC=NC1.N1C=CN=C1.[Cl:18][C:19]1[C:24]([S:25][CH3:26])=[C:23]([N:27]2[CH2:32][CH2:31][O:30][CH2:29][CH2:28]2)[N:22]=[C:21]([C:33]2[CH:38]=[CH:37][C:36]([NH2:39])=[CH:35][CH:34]=2)[N:20]=1.[C:40]1(N)[C:41](N)=CC=[CH:44][CH:45]=1. The catalyst is CC#N. The product is [NH2:10][C:11]1[CH:44]=[CH:45][CH:40]=[CH:41][C:12]=1[NH:8][C:6]([NH:39][C:36]1[CH:37]=[CH:38][C:33]([C:21]2[N:20]=[C:19]([Cl:18])[C:24]([S:25][CH3:26])=[C:23]([N:27]3[CH2:32][CH2:31][O:30][CH2:29][CH2:28]3)[N:22]=2)=[CH:34][CH:35]=1)=[S:7]. The yield is 0.685.